From a dataset of Catalyst prediction with 721,799 reactions and 888 catalyst types from USPTO. Predict which catalyst facilitates the given reaction. Reactant: [Cl:1][C:2]1[N:3]=[C:4]2[C:9](=[CH:10][CH:11]=1)[N:8]=[CH:7][C:6]([CH:12]=O)=[C:5]2[NH:14][C:15]1[CH:20]=[CH:19][CH:18]=[C:17]([C:21]([F:24])([F:23])[F:22])[CH:16]=1.C(O[C:29](=[O:31])[CH3:30])(=O)C. The catalyst class is: 80. Product: [Cl:1][C:2]1[N:3]=[C:4]2[C:9](=[CH:10][CH:11]=1)[N:8]=[CH:7][C:6]1[CH:12]=[CH:30][C:29](=[O:31])[N:14]([C:15]3[CH:20]=[CH:19][CH:18]=[C:17]([C:21]([F:22])([F:23])[F:24])[CH:16]=3)[C:5]2=1.